This data is from Forward reaction prediction with 1.9M reactions from USPTO patents (1976-2016). The task is: Predict the product of the given reaction. (1) Given the reactants Cl[CH2:2][C:3]1[N:4]=[C:5]([C:9]2[CH:14]=[CH:13][CH:12]=[CH:11][CH:10]=2)[O:6][C:7]=1[CH3:8].[CH3:15][C:16]1[CH:21]=[CH:20][C:19]([OH:22])=[CH:18][C:17]=1[N+:23]([O-:25])=[O:24].C([O-])([O-])=O.[K+].[K+], predict the reaction product. The product is: [CH3:8][C:7]1[O:6][C:5]([C:9]2[CH:14]=[CH:13][CH:12]=[CH:11][CH:10]=2)=[N:4][C:3]=1[CH2:2][O:22][C:19]1[CH:20]=[CH:21][C:16]([CH3:15])=[C:17]([N+:23]([O-:25])=[O:24])[CH:18]=1. (2) The product is: [CH2:13]([N:15]1[C:21]2[N:22]=[CH:23][C:24]([CH2:26][CH2:27][O:28][C:40]3[CH:39]=[C:38]([C:42]4[CH:47]=[CH:46][C:45]([C:48]([O:50][CH3:51])=[O:49])=[CH:44][CH:43]=4)[CH:37]=[CH:36][CH:41]=3)=[CH:25][C:20]=2[C:19](=[O:29])[N:18]([CH3:30])[C:17]2[CH:31]=[CH:32][CH:33]=[N:34][C:16]1=2)[CH3:14]. Given the reactants CCOC(/N=N/C(OCC)=O)=O.[CH2:13]([N:15]1[C:21]2[N:22]=[CH:23][C:24]([CH2:26][CH2:27][OH:28])=[CH:25][C:20]=2[C:19](=[O:29])[N:18]([CH3:30])[C:17]2[CH:31]=[CH:32][CH:33]=[N:34][C:16]1=2)[CH3:14].O[C:36]1[CH:37]=[C:38]([C:42]2[CH:47]=[CH:46][C:45]([C:48]([O:50][CH3:51])=[O:49])=[CH:44][CH:43]=2)[CH:39]=[CH:40][CH:41]=1.C1C=CC(P(C2C=CC=CC=2)C2C=CC=CC=2)=CC=1, predict the reaction product. (3) Given the reactants [CH3:1][O:2][C:3]1[CH:4]=[C:5]2[CH:11]=[C:10]([CH3:12])[N:9](S(C3C=CC=CC=3)(=O)=O)[C:6]2=[N:7][CH:8]=1.[OH-].[Na+].O, predict the reaction product. The product is: [CH3:1][O:2][C:3]1[CH:4]=[C:5]2[CH:11]=[C:10]([CH3:12])[NH:9][C:6]2=[N:7][CH:8]=1. (4) Given the reactants [F-].C([N+](CCCC)(CCCC)CCCC)CCC.[Si]([O:26][C@@H:27]([CH2:38][O:39][CH2:40][C@H:41]([O:43][CH3:44])[CH3:42])[C:28]([NH:30][C:31]1[CH:36]=[N:35][C:34]([CH3:37])=[CH:33][N:32]=1)=[O:29])(C(C)(C)C)(C)C, predict the reaction product. The product is: [OH:26][C@@H:27]([CH2:38][O:39][CH2:40][C@H:41]([O:43][CH3:44])[CH3:42])[C:28]([NH:30][C:31]1[CH:36]=[N:35][C:34]([CH3:37])=[CH:33][N:32]=1)=[O:29]. (5) Given the reactants [CH2:1]([C@H:8]1[N:13]([C:14]([C:16]2[C:20]([C:21]3[CH:26]=[CH:25][CH:24]=[CH:23][CH:22]=3)=[C:19]([C:27]3[CH:32]=[CH:31][CH:30]=[CH:29][CH:28]=3)[N:18]([CH2:33][C:34]([O:36]CC)=[O:35])[N:17]=2)=[O:15])[CH2:12][CH2:11][N:10]([C:39]([O:41][C:42]([CH3:45])([CH3:44])[CH3:43])=[O:40])[CH2:9]1)[C:2]1[CH:7]=[CH:6][CH:5]=[CH:4][CH:3]=1.[OH-].[Na+].Cl, predict the reaction product. The product is: [CH2:1]([C@@H:8]1[CH2:9][N:10]([C:39]([O:41][C:42]([CH3:45])([CH3:43])[CH3:44])=[O:40])[CH2:11][CH2:12][N:13]1[C:14]([C:16]1[C:20]([C:21]2[CH:22]=[CH:23][CH:24]=[CH:25][CH:26]=2)=[C:19]([C:27]2[CH:28]=[CH:29][CH:30]=[CH:31][CH:32]=2)[N:18]([CH2:33][C:34]([OH:36])=[O:35])[N:17]=1)=[O:15])[C:2]1[CH:7]=[CH:6][CH:5]=[CH:4][CH:3]=1. (6) Given the reactants C([O:4][CH:5]1[CH2:10][CH2:9][O:8][C:7]([C:15]2[CH:20]=[CH:19][N:18]=[CH:17][C:16]=2[NH:21][C:22](=[O:38])[C:23]2[CH:28]=[CH:27][C:26]([F:29])=[C:25]([C:30]3[C:35]([F:36])=[CH:34][CH:33]=[CH:32][C:31]=3[F:37])[N:24]=2)([C:11]([F:14])([F:13])[F:12])[CH2:6]1)(=O)C.FC1C=CC=C(F)C=1C1N=C(C(NC2C=NC=CC=2C2(C(F)(F)F)CCCCO2)=O)C=CC=1F.C(=O)([O-])[O-].[K+].[K+].O, predict the reaction product. The product is: [F:36][C:35]1[CH:34]=[CH:33][CH:32]=[C:31]([F:37])[C:30]=1[C:25]1[N:24]=[C:23]([C:22]([NH:21][C:16]2[CH:17]=[N:18][CH:19]=[CH:20][C:15]=2[C:7]2([C:11]([F:14])([F:13])[F:12])[CH2:6][CH:5]([OH:4])[CH2:10][CH2:9][O:8]2)=[O:38])[CH:28]=[CH:27][C:26]=1[F:29]. (7) Given the reactants [C:1]([C:3]1[CH:4]=[C:5]2[C:9](=[CH:10][CH:11]=1)[NH:8][CH:7]=[CH:6]2)#[N:2].[CH:12](=[O:19])[C:13]1[CH:18]=[CH:17][CH:16]=[CH:15][CH:14]=1.[OH-].[Na+], predict the reaction product. The product is: [OH:19][CH:12]([C:13]1[CH:18]=[CH:17][CH:16]=[CH:15][CH:14]=1)[C:6]1[C:5]2[C:9](=[CH:10][CH:11]=[C:3]([C:1]#[N:2])[CH:4]=2)[NH:8][CH:7]=1.